This data is from Full USPTO retrosynthesis dataset with 1.9M reactions from patents (1976-2016). The task is: Predict the reactants needed to synthesize the given product. (1) Given the product [F:6][C:5]([F:8])([F:7])[CH2:4][C:3]([NH:11][NH2:12])=[O:2], predict the reactants needed to synthesize it. The reactants are: C[O:2][C:3](=O)[CH2:4][C:5]([F:8])([F:7])[F:6].O.[NH2:11][NH2:12]. (2) Given the product [NH2:44][C:41]1[O:42][CH2:43][C@H:39]([CH2:38][CH2:37][C:34]2[CH:35]=[CH:36][C:31]([NH:30][C:8]([C:5]3[CH:6]=[N:7][C:2]([O:14][CH3:13])=[N:3][CH:4]=3)=[O:10])=[CH:32][CH:33]=2)[N:40]=1, predict the reactants needed to synthesize it. The reactants are: Cl[C:2]1[N:7]=[CH:6][C:5]([C:8]([OH:10])=O)=[CH:4][N:3]=1.O.[Cl-].[CH3:13][O:14]C1N=C(OC)N=C([N+]2(C)CCOCC2)N=1.[NH2:30][C:31]1[CH:36]=[CH:35][C:34]([CH2:37][CH2:38][C@H:39]2[CH2:43][O:42][C:41]([NH2:44])=[N:40]2)=[CH:33][CH:32]=1. (3) Given the product [C:17]([OH:18])(=[O:39])/[CH:16]=[CH:15]/[C:14]([OH:25])=[O:38].[NH2:27][C@:6]([CH3:26])([CH2:7][CH2:8][C:9]1[O:10][C:11]([C:14](=[O:25])[CH2:15][CH2:16][CH2:17][O:18][C:19]2[CH:24]=[CH:23][CH:22]=[CH:21][CH:20]=2)=[CH:12][CH:13]=1)[CH2:5][OH:4], predict the reactants needed to synthesize it. The reactants are: C([O:4][CH2:5][C@@:6]([NH:27]C(=O)C)([CH3:26])[CH2:7][CH2:8][C:9]1[O:10][C:11]([C:14](=[O:25])[CH2:15][CH2:16][CH2:17][O:18][C:19]2[CH:24]=[CH:23][CH:22]=[CH:21][CH:20]=2)=[CH:12][CH:13]=1)(=O)C.O1CCCC1.CO.[OH2:38].[OH-:39].[Li+]. (4) Given the product [CH3:20][C:21]([NH:22][C:14]([C:12]1[CH:11]=[CH:10][C:9]([CH:17]2[CH2:19][CH2:18]2)=[C:8]([C:4]2[CH:5]=[CH:6][CH:7]=[C:2]([Cl:1])[CH:3]=2)[N:13]=1)=[O:16])([C:23]1[S:24][CH:25]=[CH:26][N:27]=1)[CH3:28], predict the reactants needed to synthesize it. The reactants are: [Cl:1][C:2]1[CH:3]=[C:4]([C:8]2[N:13]=[C:12]([C:14]([OH:16])=O)[CH:11]=[CH:10][C:9]=2[CH:17]2[CH2:19][CH2:18]2)[CH:5]=[CH:6][CH:7]=1.[CH3:20][C:21]([CH3:28])([C:23]1[S:24][CH:25]=[CH:26][N:27]=1)[NH2:22]. (5) Given the product [F:3][C:4]1[CH:5]=[C:6]([C:11]2([C:18]([O:20][CH2:21][CH3:22])=[O:19])[CH2:16][CH2:15][CH2:14][N:13]=[C:12]2[S:17][CH3:1])[CH:7]=[CH:8][C:9]=1[F:10], predict the reactants needed to synthesize it. The reactants are: [CH3:1]I.[F:3][C:4]1[CH:5]=[C:6]([C:11]2([C:18]([O:20][CH2:21][CH3:22])=[O:19])[CH2:16][CH2:15][CH2:14][NH:13][C:12]2=[S:17])[CH:7]=[CH:8][C:9]=1[F:10]. (6) Given the product [N:34]([CH2:3][O:4][C@@H:5]1[C@@H:9]([CH2:10][OH:11])[O:8][C@@H:7]([N:19]2[CH:27]=[C:25]([CH3:26])[C:23](=[O:24])[NH:22][C:20]2=[O:21])[CH2:6]1)=[N+:35]=[N-:36], predict the reactants needed to synthesize it. The reactants are: CS[CH2:3][O:4][C@@H:5]1[C@@H:9]([CH2:10][O:11][Si](C(C)(C)C)(C)C)[O:8][C@@H:7]([N:19]2[CH:27]=[C:25]([CH3:26])[C:23](=[O:24])[NH:22][C:20]2=[O:21])[CH2:6]1.C1CCCCC=1.[N-:34]=[N+:35]=[N-:36].[Na+].[NH4+].[F-].